This data is from Full USPTO retrosynthesis dataset with 1.9M reactions from patents (1976-2016). The task is: Predict the reactants needed to synthesize the given product. (1) Given the product [Cl:42][C:30]1[CH:29]=[CH:28][C:27]([C:26]2[C:21]([C@@H:11]([NH:10][C:8](=[O:9])[CH2:7][N:5]3[C:4]4[C:49]([F:53])([F:54])[C@@H:50]5[CH2:52][C@@H:51]5[C:3]=4[CH:2]=[N:6]3)[CH2:12][C:13]3[CH:18]=[C:17]([F:19])[CH:16]=[C:15]([F:20])[CH:14]=3)=[N:22][C:23]([C:43]#[C:44][C:45]([OH:48])([CH3:47])[CH3:46])=[CH:24][CH:25]=2)=[C:35]2[C:31]=1[C:32]([NH:37][S:38]([CH3:41])(=[O:39])=[O:40])=[N:33][N:34]2[CH3:36], predict the reactants needed to synthesize it. The reactants are: N[C:2]1[C:3]2[C@H:51]3[CH2:52][C@H:50]3[C:49]([F:54])([F:53])[C:4]=2[N:5]([CH2:7][C:8]([NH:10][C@H:11]([C:21]2[C:26]([C:27]3[CH:28]=[CH:29][C:30]([Cl:42])=[C:31]4[C:35]=3[N:34]([CH3:36])[N:33]=[C:32]4[NH:37][S:38]([CH3:41])(=[O:40])=[O:39])=[CH:25][CH:24]=[C:23]([C:43]#[C:44][C:45]([OH:48])([CH3:47])[CH3:46])[N:22]=2)[CH2:12][C:13]2[CH:18]=[C:17]([F:19])[CH:16]=[C:15]([F:20])[CH:14]=2)=[O:9])[N:6]=1.N(OCCC(C)C)=O. (2) Given the product [Cl:25][C:26]1[CH:27]=[C:28]([CH:32]=[CH:33][CH:34]=1)[C:29]([N:13]1[CH2:14][CH2:15][C:16]2[N:8]([C:3]3[CH:4]=[CH:5][CH:6]=[CH:7][C:2]=3[Cl:1])[C:9]([C:17]3[CH:18]=[CH:19][C:20]([O:23][CH3:24])=[CH:21][CH:22]=3)=[CH:10][C:11]=2[CH2:12]1)=[O:30], predict the reactants needed to synthesize it. The reactants are: [Cl:1][C:2]1[CH:7]=[CH:6][CH:5]=[CH:4][C:3]=1[N:8]1[C:16]2[CH2:15][CH2:14][NH:13][CH2:12][C:11]=2[CH:10]=[C:9]1[C:17]1[CH:22]=[CH:21][C:20]([O:23][CH3:24])=[CH:19][CH:18]=1.[Cl:25][C:26]1[CH:27]=[C:28]([CH:32]=[CH:33][CH:34]=1)[C:29](Cl)=[O:30]. (3) Given the product [CH2:1]([N:50]1[CH2:51][CH2:52][CH2:53][CH:48]([CH2:47][CH2:46][CH2:45][CH2:44][N:41]2[C:40]([O:54][CH3:55])=[N:39][C:38]3[C:42]2=[N:43][C:35]([O:34][C@@H:30]([CH3:29])[CH2:31][CH2:32][CH3:33])=[N:36][C:37]=3[NH2:56])[CH2:49]1)[CH3:2], predict the reactants needed to synthesize it. The reactants are: [CH2:1](N1CCCC(CCN2C(OC)=NC3C2=NC(O[C@@H](C)CCC)=NC=3N)C1)[CH3:2].[CH3:29][C@H:30]([O:34][C:35]1[N:43]=[C:42]2[C:38]([N:39]=[C:40]([O:54][CH3:55])[N:41]2[CH2:44][CH2:45][CH2:46][CH2:47][CH:48]2[CH2:53][CH2:52][CH2:51][NH:50][CH2:49]2)=[C:37]([NH2:56])[N:36]=1)[CH2:31][CH2:32][CH3:33].ICC. (4) Given the product [CH3:9][O:8][C:6]1[CH:7]=[C:2]2[C:3]([C:10](=[O:11])[CH2:12][C@H:20]([C:21]3[CH:26]=[CH:25][CH:24]=[CH:23][CH:22]=3)[O:1]2)=[CH:4][CH:5]=1, predict the reactants needed to synthesize it. The reactants are: [OH:1][C:2]1[CH:7]=[C:6]([O:8][CH3:9])[CH:5]=[CH:4][C:3]=1[C:10](/[C:12](=[CH:20]\[C:21]1[CH:26]=[CH:25][CH:24]=[CH:23][CH:22]=1)/C(OC(C)(C)C)=O)=[O:11].C1(C)C=CC(S(O)(=O)=O)=CC=1. (5) Given the product [CH3:27][NH:28][C:4]([CH:6]1[CH2:10][CH2:9][N:8]([C:11]2[CH:16]=[CH:15][C:14]([O:17][CH2:18][C:19]3[CH:24]=[CH:23][CH:22]=[C:21]([F:25])[CH:20]=3)=[CH:13][CH:12]=2)[C:7]1=[O:26])=[O:3], predict the reactants needed to synthesize it. The reactants are: C([O:3][C:4]([CH:6]1[CH2:10][CH2:9][N:8]([C:11]2[CH:16]=[CH:15][C:14]([O:17][CH2:18][C:19]3[CH:24]=[CH:23][CH:22]=[C:21]([F:25])[CH:20]=3)=[CH:13][CH:12]=2)[C:7]1=[O:26])=O)C.[CH3:27][NH2:28].O. (6) Given the product [Cl:1][C:2]1[C:12]([Cl:13])=[CH:11][CH:10]=[CH:9][C:3]=1[CH2:4][CH2:5][C:6]([OH:8])=[O:7], predict the reactants needed to synthesize it. The reactants are: [Cl:1][C:2]1[C:12]([Cl:13])=[CH:11][CH:10]=[CH:9][C:3]=1[CH:4]=[CH:5][C:6]([OH:8])=[O:7].[Mg].[Cl-].[NH4+]. (7) Given the product [C:16]([O:15][C:13]([NH:12][CH2:11][C@H:10]([NH:20]/[C:21](/[NH:30][C:31](=[O:37])[O:32][C:33]([CH3:36])([CH3:35])[CH3:34])=[N:22]/[C:23](=[O:29])[O:24][C:25]([CH3:28])([CH3:26])[CH3:27])[C:9]([NH:8][C:3]1[CH:4]=[N:5][N:6]([CH3:7])[C:2]=1[NH:1][C:39]([C:40]1[CH:45]=[CH:44][CH:43]=[CH:42][CH:41]=1)([C:52]1[CH:53]=[CH:54][CH:55]=[CH:56][CH:57]=1)[C:46]1[CH:47]=[CH:48][CH:49]=[CH:50][CH:51]=1)=[O:38])=[O:14])([CH3:19])([CH3:17])[CH3:18], predict the reactants needed to synthesize it. The reactants are: [NH2:1][C:2]1[N:6]([CH3:7])[N:5]=[CH:4][C:3]=1[NH:8][C:9](=[O:38])[C@@H:10]([NH:20][C:21]([NH:30][C:31](=[O:37])[O:32][C:33]([CH3:36])([CH3:35])[CH3:34])=[N:22][C:23](=[O:29])[O:24][C:25]([CH3:28])([CH3:27])[CH3:26])[CH2:11][NH:12][C:13]([O:15][C:16]([CH3:19])([CH3:18])[CH3:17])=[O:14].[C:39](Cl)([C:52]1[CH:57]=[CH:56][CH:55]=[CH:54][CH:53]=1)([C:46]1[CH:51]=[CH:50][CH:49]=[CH:48][CH:47]=1)[C:40]1[CH:45]=[CH:44][CH:43]=[CH:42][CH:41]=1.C(N(CC)CC)C.